Predict the reactants needed to synthesize the given product. From a dataset of Full USPTO retrosynthesis dataset with 1.9M reactions from patents (1976-2016). (1) Given the product [CH3:20][O:19][C:12]1[CH:13]=[CH:14][CH:15]=[C:16]([O:17][CH3:18])[C:11]=1[CH:2]1[N:1]([CH2:30][C:29]2[CH:32]=[CH:33][CH:34]=[C:27]([C:24]3[CH:23]=[CH:22][N:21]=[CH:26][CH:25]=3)[CH:28]=2)[C:7](=[O:9])[CH2:6][CH2:5][CH2:4][CH2:3]1, predict the reactants needed to synthesize it. The reactants are: [NH2:1][CH:2]([C:11]1[C:16]([O:17][CH3:18])=[CH:15][CH:14]=[CH:13][C:12]=1[O:19][CH3:20])[CH2:3][CH2:4][CH2:5][CH2:6][C:7]([O:9]C)=O.[N:21]1[CH:26]=[CH:25][C:24]([C:27]2[CH:28]=[C:29]([CH:32]=[CH:33][CH:34]=2)[CH:30]=O)=[CH:23][CH:22]=1. (2) Given the product [NH2:8][C@H:9]1[CH2:14][C@@H:13]([C:15]2[CH:20]=[CH:19][CH:18]=[C:17]([O:21][CH3:22])[CH:16]=2)[O:12][C@@H:11]([C:23]2[CH:24]=[C:25]([CH:30]=[CH:31][CH:32]=2)[C:26]([O:28][CH2:34][CH3:35])=[O:27])[CH2:10]1, predict the reactants needed to synthesize it. The reactants are: C(OC([NH:8][C@H:9]1[CH2:14][C@@H:13]([C:15]2[CH:20]=[CH:19][CH:18]=[C:17]([O:21][CH3:22])[CH:16]=2)[O:12][C@@H:11]([C:23]2[CH:24]=[C:25]([CH:30]=[CH:31][CH:32]=2)[C:26]([O:28]C)=[O:27])[CH2:10]1)=O)(C)(C)C.F[C:34](F)(F)[C:35](O)=O.CCOC(C)=O.Cl. (3) Given the product [C:6]([N:8]1[CH2:12][CH2:11][CH2:10][C@H:9]1[CH2:13][O:14][C:15]1[CH:16]=[C:17]([CH2:21][C:22]([OH:24])=[O:23])[CH:18]=[CH:19][CH:20]=1)([O:5][CH2:1][CH:4]1[C:44]2[C:45](=[CH:40][CH:41]=[CH:42][CH:43]=2)[C:46]2[C:51]1=[CH:50][CH:49]=[CH:48][CH:47]=2)=[O:7], predict the reactants needed to synthesize it. The reactants are: [C:1]([O:5][C:6]([N:8]1[CH2:12][CH2:11][CH2:10][C@H:9]1[CH2:13][O:14][C:15]1[CH:16]=[C:17]([CH2:21][C:22]([OH:24])=[O:23])[CH:18]=[CH:19][CH:20]=1)=[O:7])([CH3:4])(C)C.CCOCC.C([O-])(O)=O.[Na+].C(Cl)(OCC1[C:51]2[C:46](=[CH:47][CH:48]=[CH:49][CH:50]=2)[C:45]2[C:40]1=[CH:41][CH:42]=[CH:43][CH:44]=2)=O. (4) Given the product [CH3:32][C:33]1[CH:37]=[C:36]([N:38]2[CH2:42][CH2:41][N:40]([CH2:24][CH2:25][C:26]3[CH:27]=[CH:28][CH:29]=[CH:30][CH:31]=3)[C:39]2=[O:43])[S:35][C:34]=1[C:44]([O:46][CH2:47][CH3:48])=[O:45], predict the reactants needed to synthesize it. The reactants are: FC(F)(F)C1C=CC(CBr)=CC=1.CC1C=CC(S(O[CH2:24][CH2:25][C:26]2[CH:31]=[CH:30][CH:29]=[CH:28][CH:27]=2)(=O)=O)=CC=1.[CH3:32][C:33]1[CH:37]=[C:36]([N:38]2[CH2:42][CH2:41][NH:40][C:39]2=[O:43])[S:35][C:34]=1[C:44]([O:46][CH2:47][CH3:48])=[O:45]. (5) Given the product [Br:1][C:2]1[CH:3]=[C:4]([F:13])[C:5]([CH2:10][Br:14])=[CH:6][C:7]=1[O:8][CH3:9], predict the reactants needed to synthesize it. The reactants are: [Br:1][C:2]1[C:7]([O:8][CH3:9])=[CH:6][C:5]([CH2:10]C#N)=[C:4]([F:13])[CH:3]=1.[Br:14]C1C=CC(C2(C#N)CC2)=C(F)C=1.